The task is: Predict the product of the given reaction.. This data is from Forward reaction prediction with 1.9M reactions from USPTO patents (1976-2016). (1) Given the reactants [F:1][C:2]1[CH:27]=[CH:26][C:5]([O:6][CH2:7][CH:8]2[CH2:14][N:13]([C:15](=[O:24])[C:16]3[CH:21]=[C:20]([CH3:22])[CH:19]=[CH:18][C:17]=3I)[CH:12]([CH3:25])[CH2:11][CH2:10][CH2:9]2)=[CH:4][C:3]=1[CH3:28].C([Sn](CCCC)(CCCC)[C:34]1[S:35][CH:36]=[CH:37][N:38]=1)CCC, predict the reaction product. The product is: [F:1][C:2]1[CH:27]=[CH:26][C:5]([O:6][CH2:7][CH:8]2[CH2:14][N:13]([C:15](=[O:24])[C:16]3[CH:21]=[C:20]([CH3:22])[CH:19]=[CH:18][C:17]=3[C:34]3[S:35][CH:36]=[CH:37][N:38]=3)[CH:12]([CH3:25])[CH2:11][CH2:10][CH2:9]2)=[CH:4][C:3]=1[CH3:28]. (2) The product is: [F:1][C:2]([F:23])([F:22])[C@:3]([OH:21])([CH3:20])[CH2:4][NH:5][C:6]([C:8]1[C:13]([NH2:14])=[CH:12][C:11]([C:15]([F:18])([F:17])[F:16])=[C:10]([C:28]2[CH:29]=[CH:30][C:25]([F:24])=[CH:26][CH:27]=2)[N:9]=1)=[O:7]. Given the reactants [F:1][C:2]([F:23])([F:22])[C@:3]([OH:21])([CH3:20])[CH2:4][NH:5][C:6]([C:8]1[C:13]([NH2:14])=[CH:12][C:11]([C:15]([F:18])([F:17])[F:16])=[C:10](Br)[N:9]=1)=[O:7].[F:24][C:25]1[CH:30]=[CH:29][C:28](B(O)O)=[CH:27][CH:26]=1.CC#N.O.CCOC(C)=O, predict the reaction product. (3) The product is: [ClH:20].[O:1]([CH:8]1[CH2:12][CH2:11][NH:10][CH2:9]1)[C:2]1[CH:3]=[CH:4][CH:5]=[CH:6][CH:7]=1. Given the reactants [O:1]([CH:8]1[CH2:12][CH2:11][N:10](C(OC(C)(C)C)=O)[CH2:9]1)[C:2]1[CH:7]=[CH:6][CH:5]=[CH:4][CH:3]=1.[ClH:20], predict the reaction product. (4) The product is: [F:45][C:42]1[CH:43]=[CH:44][C:39](/[C:37](/[CH3:38])=[CH:36]/[N:6]2[C:7]3[CH:8]=[C:9]([C:13]([F:16])([F:15])[F:14])[CH:10]=[CH:11][C:12]=3[C:4]3[CH2:3][N:2]([CH3:1])[CH2:18][CH2:17][C:5]2=3)=[CH:40][CH:41]=1. Given the reactants [CH3:1][N:2]1[CH2:18][CH2:17][C:5]2[NH:6][C:7]3[CH:8]=[C:9]([C:13]([F:16])([F:15])[F:14])[CH:10]=[CH:11][C:12]=3[C:4]=2[CH2:3]1.N1CCC[C@H]1C(O)=O.P([O-])([O-])([O-])=O.[K+].[K+].[K+].Br[CH:36]=[C:37]([C:39]1[CH:44]=[CH:43][C:42]([F:45])=[CH:41][CH:40]=1)[CH3:38], predict the reaction product. (5) Given the reactants [C:1]1([CH2:7][C:8]([CH2:16][C:17]2[CH:22]=[CH:21][CH:20]=[CH:19][CH:18]=2)([CH:10]2[CH2:15][NH:14][CH2:13][CH2:12][NH:11]2)[OH:9])[CH:6]=[CH:5][CH:4]=[CH:3][CH:2]=1.[C:23](=[O:26])([O-:25])O.[Na+].[C:28](O[C:28]([O:30][C:31]([CH3:34])([CH3:33])[CH3:32])=[O:29])([O:30][C:31]([CH3:34])([CH3:33])[CH3:32])=[O:29], predict the reaction product. The product is: [CH3:2][C:1]([O:25][C:23]([N:11]1[CH2:12][CH2:13][N:14]([C:28]([O:30][C:31]([CH3:34])([CH3:33])[CH3:32])=[O:29])[CH2:15][CH:10]1[C:8]([OH:9])([CH2:16][C:17]1[CH:22]=[CH:21][CH:20]=[CH:19][CH:18]=1)[CH2:7][C:1]1[CH:2]=[CH:3][CH:4]=[CH:5][CH:6]=1)=[O:26])([CH3:7])[CH3:6]. (6) Given the reactants Br[CH2:2][C:3]1[CH:8]=[CH:7][C:6]([C:9]([OH:18])([C:14]([F:17])([F:16])[F:15])[C:10]([F:13])([F:12])[F:11])=[CH:5][CH:4]=1.[CH3:19][N:20]([CH:28]1[CH2:33][CH2:32][NH:31][CH2:30][CH2:29]1)[C:21]1[CH:26]=[CH:25][C:24]([NH2:27])=[CH:23][CH:22]=1.C(=O)([O-])[O-].[K+].[K+], predict the reaction product. The product is: [NH2:27][C:24]1[CH:23]=[CH:22][C:21]([N:20]([CH3:19])[CH:28]2[CH2:33][CH2:32][N:31]([CH2:2][C:3]3[CH:8]=[CH:7][C:6]([C:9]([OH:18])([C:14]([F:17])([F:16])[F:15])[C:10]([F:13])([F:12])[F:11])=[CH:5][CH:4]=3)[CH2:30][CH2:29]2)=[CH:26][CH:25]=1.